This data is from Catalyst prediction with 721,799 reactions and 888 catalyst types from USPTO. The task is: Predict which catalyst facilitates the given reaction. (1) Reactant: C1(P(C2CCCCC2)C2C=CC=CC=2[C:14]2[C:19]([O:20][CH3:21])=[CH:18][CH:17]=[CH:16][C:15]=2OC)CCCCC1.[NH2:30][C:31]1[C:40]([C:41]2[CH:46]=[CH:45][C:44]([O:47][CH2:48][C:49]3[CH:54]=[CH:53][CH:52]=[CH:51][CH:50]=3)=[CH:43][CH:42]=2)=[N:39][C:38](Br)=[CH:37][C:32]=1[C:33]([O:35][CH3:36])=[O:34].COC1C=CC(B(O)O)=CC=1.[O-]P([O-])([O-])=O.[K+].[K+].[K+]. Product: [NH2:30][C:31]1[C:40]([C:41]2[CH:46]=[CH:45][C:44]([O:47][CH2:48][C:49]3[CH:54]=[CH:53][CH:52]=[CH:51][CH:50]=3)=[CH:43][CH:42]=2)=[N:39][C:38]([C:16]2[CH:15]=[CH:14][C:19]([O:20][CH3:21])=[CH:18][CH:17]=2)=[CH:37][C:32]=1[C:33]([O:35][CH3:36])=[O:34]. The catalyst class is: 167. (2) Reactant: [CH3:1][O:2][C:3]1[CH:4]=[C:5]2[C:10](=[CH:11][CH:12]=1)[N:9]([CH3:13])[C:8]([C:14]1[CH:19]=[CH:18][CH:17]=[CH:16][CH:15]=1)=[N:7][C:6]2=O.COC1C=CC(P2(SP(C3C=CC(OC)=CC=3)(=S)S2)=[S:30])=CC=1. Product: [CH3:1][O:2][C:3]1[CH:4]=[C:5]2[C:10](=[CH:11][CH:12]=1)[N:9]([CH3:13])[C:8]([C:14]1[CH:19]=[CH:18][CH:17]=[CH:16][CH:15]=1)=[N:7][C:6]2=[S:30]. The catalyst class is: 11. (3) Reactant: [C:1]([C:3]1[CH:8]=[CH:7][C:6]([N:9]2[C:13]([CH3:14])=[C:12]([CH2:15][C:16]3[CH:25]=[CH:24][C:19]([C:20]([O:22]C)=[O:21])=[CH:18][CH:17]=3)[C:11]([CH3:26])=[N:10]2)=[CH:5][C:4]=1[C:27]([F:30])([F:29])[F:28])#[N:2].Cl. Product: [C:1]([C:3]1[CH:8]=[CH:7][C:6]([N:9]2[C:13]([CH3:14])=[C:12]([CH2:15][C:16]3[CH:25]=[CH:24][C:19]([C:20]([OH:22])=[O:21])=[CH:18][CH:17]=3)[C:11]([CH3:26])=[N:10]2)=[CH:5][C:4]=1[C:27]([F:28])([F:29])[F:30])#[N:2]. The catalyst class is: 702. (4) Reactant: [OH:1][C:2]1[CH:7]=[C:6]([CH3:8])[CH:5]=[CH:4][C:3]=1[C:9]([C:11]1[CH:15]=[C:14]([CH3:16])[O:13][N:12]=1)=O.C[O:18][C:19](=O)[CH:20]=P(C1C=CC=CC=1)(C1C=CC=CC=1)C1C=CC=CC=1. Product: [CH3:8][C:6]1[CH:7]=[C:2]2[C:3]([C:9]([C:11]3[CH:15]=[C:14]([CH3:16])[O:13][N:12]=3)=[CH:20][C:19](=[O:18])[O:1]2)=[CH:4][CH:5]=1. The catalyst class is: 11. (5) Reactant: BrC1C=CC(O)=C([C:8]2[CH:17]=[CH:16][C:15]3[C:10](=[CH:11][CH:12]=[C:13]([C:18]4[N:22]([CH:23]5[CH2:28][CH2:27][CH2:26][CH2:25][CH2:24]5)[C:21]5[CH:29]=[CH:30][C:31]([C:33]([OH:35])=[O:34])=[CH:32][C:20]=5[N:19]=4)[CH:14]=3)[N:9]=2)C=1.[C:37]1([N:43]2[CH:47]=[C:46](C(=O)C)[CH:45]=[N:44]2)[CH:42]=[CH:41][CH:40]=[CH:39][CH:38]=1.[OH-].[K+]. Product: [CH:23]1([N:22]2[C:21]3[CH:20]=[CH:32][C:31]([C:33]([OH:35])=[O:34])=[CH:30][C:29]=3[N:19]=[C:18]2[C:13]2[CH:14]=[C:15]3[C:10](=[CH:11][CH:12]=2)[N:9]=[C:8]([C:46]2[CH:45]=[N:44][N:43]([C:37]4[CH:38]=[CH:39][CH:40]=[CH:41][CH:42]=4)[CH:47]=2)[CH:17]=[CH:16]3)[CH2:24][CH2:25][CH2:26][CH2:27][CH2:28]1. The catalyst class is: 8. (6) Reactant: [F:1][C:2]([F:19])([F:18])[C:3]1[CH:8]=[CH:7][C:6]([C:9]2[C:10]([C:15]([OH:17])=O)=[CH:11][CH:12]=[CH:13][CH:14]=2)=[CH:5][CH:4]=1.C(Cl)(=O)C(Cl)=O.[NH2:26][C:27]1[CH:32]=[CH:31][C:30]([CH2:33][C:34]([O:36][CH3:37])=[O:35])=[CH:29][C:28]=1[C:38](=[O:42])[N:39]([CH3:41])[CH3:40].C(N(CC)CC)C. Product: [CH3:41][N:39]([CH3:40])[C:38]([C:28]1[CH:29]=[C:30]([CH2:33][C:34]([O:36][CH3:37])=[O:35])[CH:31]=[CH:32][C:27]=1[NH:26][C:15]([C:10]1[CH:11]=[CH:12][CH:13]=[CH:14][C:9]=1[C:6]1[CH:5]=[CH:4][C:3]([C:2]([F:1])([F:19])[F:18])=[CH:8][CH:7]=1)=[O:17])=[O:42]. The catalyst class is: 825. (7) Reactant: Cl.[Br:2][C:3]1[C:4]([CH3:11])=[C:5]([CH:8]=[CH:9][CH:10]=1)[CH2:6][NH2:7].C(N(C(C)C)CC)(C)C.[C:21]([O:25][C:26](=[O:46])[NH:27][C@H:28]1[CH2:33][CH2:32][C@H:31]([CH2:34][NH:35][C:36]2[C:41]([N+:42]([O-:44])=[O:43])=[CH:40][N:39]=[C:38](Cl)[N:37]=2)[CH2:30][CH2:29]1)([CH3:24])([CH3:23])[CH3:22]. Product: [C:21]([O:25][C:26](=[O:46])[NH:27][C@H:28]1[CH2:29][CH2:30][C@H:31]([CH2:34][NH:35][C:36]2[C:41]([N+:42]([O-:44])=[O:43])=[CH:40][N:39]=[C:38]([NH:7][CH2:6][C:5]3[CH:8]=[CH:9][CH:10]=[C:3]([Br:2])[C:4]=3[CH3:11])[N:37]=2)[CH2:32][CH2:33]1)([CH3:24])([CH3:22])[CH3:23]. The catalyst class is: 4.